Predict the product of the given reaction. From a dataset of Forward reaction prediction with 1.9M reactions from USPTO patents (1976-2016). (1) Given the reactants [CH2:1]([N:8]1[CH:12]([C:13]([O-])=[O:14])[CH2:11][CH2:10][CH:9]1[C:16](OCC)=[O:17])[C:2]1[CH:7]=[CH:6][CH:5]=[CH:4][CH:3]=1.[H-].[Al+3].[Li+].[H-].[H-].[H-], predict the reaction product. The product is: [CH2:1]([N:8]1[CH:12]([CH2:13][OH:14])[CH2:11][CH2:10][CH:9]1[CH2:16][OH:17])[C:2]1[CH:3]=[CH:4][CH:5]=[CH:6][CH:7]=1. (2) Given the reactants Cl[CH2:2][O:3][CH2:4][C:5]([O:7][CH3:8])=[O:6].[P:9]([O:16]CC)([O:13][CH2:14][CH3:15])[O:10][CH2:11][CH3:12], predict the reaction product. The product is: [CH2:11]([O:10][P:9]([CH2:2][O:3][CH2:4][C:5]([O:7][CH3:8])=[O:6])([O:13][CH2:14][CH3:15])=[O:16])[CH3:12]. (3) Given the reactants [I:1][C:2]1[C:10]2[C:9]([NH2:11])=[CH:8][CH:7]=[CH:6][C:5]=2[N:4]([CH2:12][C:13]2[S:17][C:16]([CH3:18])=[N:15][CH:14]=2)[N:3]=1.C[Si]([N-][Si](C)(C)C)(C)C.[Li+].[CH3:29][N:30]1[CH2:35][CH2:34][N:33]([CH2:36][CH2:37][O:38][C:39]2[CH:44]=[CH:43][N:42]3[C:45]([C:48](OCC)=[O:49])=[CH:46][N:47]=[C:41]3[CH:40]=2)[CH2:32][CH2:31]1.CO.C(Cl)Cl, predict the reaction product. The product is: [I:1][C:2]1[C:10]2[C:5](=[CH:6][CH:7]=[CH:8][C:9]=2[NH:11][C:48]([C:45]2[N:42]3[CH:43]=[CH:44][C:39]([O:38][CH2:37][CH2:36][N:33]4[CH2:34][CH2:35][N:30]([CH3:29])[CH2:31][CH2:32]4)=[CH:40][C:41]3=[N:47][CH:46]=2)=[O:49])[N:4]([CH2:12][C:13]2[S:17][C:16]([CH3:18])=[N:15][CH:14]=2)[N:3]=1. (4) Given the reactants [S:1]1[CH:5]=[CH:4][CH:3]=[C:2]1[C:6]([OH:8])=[O:7].[Li+].[CH3:10]C([N-]C(C)C)C.[CH:17](=[O:22])[CH2:18][CH:19]([CH3:21])[CH3:20].O, predict the reaction product. The product is: [OH:22][CH:17]([C:5]1[S:1][C:2]([C:6]([O:8][CH3:10])=[O:7])=[CH:3][CH:4]=1)[CH2:18][CH:19]([CH3:21])[CH3:20]. (5) Given the reactants [I-].[CH2:2]([N:4]([CH2:7][C:8]1[CH:13]=[CH:12][C:11]([C:14]2[N:15]([CH3:37])[C:16]3[C:21](/[C:22](=[CH:24]\[CH:25]=[CH:26]\[C:27]4[S:28][C:29]5[CH:36]=[CH:35][CH:34]=[CH:33][C:30]=5[N+:31]=4[CH3:32])/[CH:23]=2)=[CH:20][CH:19]=[CH:18][CH:17]=3)=[CH:10][CH:9]=1)[CH2:5][CH3:6])[CH3:3].[BH4-].[Na+].C(N(CC1C=CC(C2N(C3C=CC=CC=3)C3C(/C(=C\C=C\C4(C)NC5C=CC=CC=5S4)/C=2)=CC=CC=3)=CC=1)CC)C, predict the reaction product. The product is: [CH2:5]([N:4]([CH2:7][C:8]1[CH:9]=[CH:10][C:11]([C:14]2[N:15]([CH3:37])[C:16]3[C:21](/[C:22](=[CH:24]\[CH:25]=[CH:26]\[CH:27]4[N:31]([CH3:32])[C:30]5[CH:33]=[CH:34][CH:35]=[CH:36][C:29]=5[S:28]4)/[CH:23]=2)=[CH:20][CH:19]=[CH:18][CH:17]=3)=[CH:12][CH:13]=1)[CH2:2][CH3:3])[CH3:6]. (6) Given the reactants F[C:2]1[CH:3]=[CH:4][C:5]([N+:12]([O-:14])=[O:13])=[C:6]([CH:11]=1)[C:7]([NH:9][CH3:10])=[O:8].[OH:15][CH2:16][CH2:17][N:18]1[CH2:23][CH2:22][NH:21][CH2:20][CH2:19]1.CCN(C(C)C)C(C)C, predict the reaction product. The product is: [OH:15][CH2:16][CH2:17][N:18]1[CH2:23][CH2:22][N:21]([C:2]2[CH:3]=[CH:4][C:5]([N+:12]([O-:14])=[O:13])=[C:6]([CH:11]=2)[C:7]([NH:9][CH3:10])=[O:8])[CH2:20][CH2:19]1. (7) Given the reactants ON1C(=O)[C:5]2=[CH:8][CH:9]=[CH:10][CH:11]=[C:4]2[C:3]1=[O:12].[O-:13]O.C1(C(C)C)C=CC=CC=1, predict the reaction product. The product is: [CH2:3]([O:12][OH:13])[C:4]1[CH:5]=[CH:8][CH:9]=[CH:10][CH:11]=1. (8) Given the reactants C([N-]C(C)C)(C)C.[Li+].[Cl:9][C:10]1[CH:15]=[N:14][CH:13]=[C:12]([Cl:16])[N:11]=1.[C:17](=[O:19])=[O:18], predict the reaction product. The product is: [Cl:9][C:10]1[C:15]([C:17]([OH:19])=[O:18])=[N:14][CH:13]=[C:12]([Cl:16])[N:11]=1.